Dataset: Catalyst prediction with 721,799 reactions and 888 catalyst types from USPTO. Task: Predict which catalyst facilitates the given reaction. (1) Reactant: [N:1]([C:4]1[CH:9]=[CH:8][C:7]([Cl:10])=[CH:6][C:5]=1[CH:11]1[CH2:13][CH2:12]1)=[N+:2]=[N-:3].O=[C:15]([CH3:21])[CH2:16][C:17]([O:19]C)=[O:18].C[O-].[Na+]. Product: [Cl:10][C:7]1[CH:8]=[CH:9][C:4]([N:1]2[C:15]([CH3:21])=[C:16]([C:17]([OH:19])=[O:18])[N:3]=[N:2]2)=[C:5]([CH:11]2[CH2:13][CH2:12]2)[CH:6]=1. The catalyst class is: 24. (2) Reactant: [CH2:1]1[C:13]2[C:12]3[CH:11]=[CH:10][CH:9]=[CH:8][C:7]=3[NH:6][C:5]=2[CH2:4][CH2:3][NH:2]1.[C:14]1([CH2:20][N:21]2[CH2:26][CH2:25][C:24](=O)[CH2:23][CH2:22]2)[CH:19]=[CH:18][CH:17]=[CH:16][CH:15]=1.S1C=CC=C1.[H][H]. The catalyst class is: 19. Product: [C:14]1([CH2:20][N:21]2[CH2:26][CH2:25][CH:24]([N:2]3[CH2:3][CH2:4][C:5]4[NH:6][C:7]5[CH:8]=[CH:9][CH:10]=[CH:11][C:12]=5[C:13]=4[CH2:1]3)[CH2:23][CH2:22]2)[CH:19]=[CH:18][CH:17]=[CH:16][CH:15]=1. (3) Reactant: [CH2:1]([C:4]1[CH:9]=[C:8]([N+:10]([O-])=O)[CH:7]=[CH:6][C:5]=1[O:13][CH3:14])[CH:2]=[CH2:3].[Cl-].[NH4+]. The catalyst class is: 190. Product: [CH2:1]([C:4]1[CH:9]=[C:8]([NH2:10])[CH:7]=[CH:6][C:5]=1[O:13][CH3:14])[CH:2]=[CH2:3]. (4) Reactant: [C:1]([CH:3]([C:11]1[CH:16]=[CH:15][C:14]([N+:17]([O-:19])=[O:18])=[CH:13][N:12]=1)C(OC(C)(C)C)=O)#[N:2]. Product: [N+:17]([C:14]1[CH:15]=[CH:16][C:11]([CH2:3][C:1]#[N:2])=[N:12][CH:13]=1)([O-:19])=[O:18]. The catalyst class is: 422. (5) Reactant: [Br:1][C:2]1[CH:3]=[C:4]([NH:11][C:12](=[O:18])[O:13][C:14]([CH3:17])([CH3:16])[CH3:15])[CH:5]=[CH:6][C:7]=1[N+:8]([O-])=O.O.O.[Sn](Cl)Cl.C(=O)([O-])[O-].[K+].[K+].[OH-].[Na+]. Product: [NH2:8][C:7]1[CH:6]=[CH:5][C:4]([NH:11][C:12](=[O:18])[O:13][C:14]([CH3:15])([CH3:16])[CH3:17])=[CH:3][C:2]=1[Br:1]. The catalyst class is: 13. (6) Reactant: [CH3:1][Si:2]([CH3:24])([CH3:23])[C:3]#[C:4]/[CH:5]=[CH:6]/[C:7]1[C:8](=[O:22])[NH:9][C:10](=[O:21])[N:11]([CH:20]=1)[C@@H:12]1[O:19][C@H:16]([CH2:17][OH:18])[C@@H:14]([OH:15])[CH2:13]1.[C:25](Cl)([C:42]1[CH:47]=[CH:46][CH:45]=[CH:44][CH:43]=1)([C:34]1[CH:41]=[CH:40][C:37]([O:38][CH3:39])=[CH:36][CH:35]=1)[C:26]1[CH:33]=[CH:32][C:29]([O:30][CH3:31])=[CH:28][CH:27]=1. Product: [CH3:39][O:38][C:37]1[CH:36]=[CH:35][C:34]([C:25]([O:18][CH2:17][C@H:16]2[O:19][C@@H:12]([N:11]3[CH:20]=[C:7](/[CH:6]=[CH:5]/[C:4]#[C:3][Si:2]([CH3:1])([CH3:23])[CH3:24])[C:8](=[O:22])[NH:9][C:10]3=[O:21])[CH2:13][C@@H:14]2[OH:15])([C:42]2[CH:43]=[CH:44][CH:45]=[CH:46][CH:47]=2)[C:26]2[CH:33]=[CH:32][C:29]([O:30][CH3:31])=[CH:28][CH:27]=2)=[CH:41][CH:40]=1. The catalyst class is: 383. (7) Reactant: [OH:1][C:2]1[CH:7]=[CH:6][C:5]([CH2:8][C:9]([O:11][CH3:12])=[O:10])=[CH:4][CH:3]=1.C(=O)([O-])[O-].[K+].[K+].Cl[CH2:20][C:21]1[C:22]([CH3:27])=[N:23][O:24][C:25]=1[CH3:26].O. Product: [CH3:27][C:22]1[C:21]([CH2:20][O:1][C:2]2[CH:3]=[CH:4][C:5]([CH2:8][C:9]([O:11][CH3:12])=[O:10])=[CH:6][CH:7]=2)=[C:25]([CH3:26])[O:24][N:23]=1. The catalyst class is: 9. (8) Reactant: [CH3:1][C:2]1[N:3]([CH:14]2[CH2:19][CH2:18][O:17][CH2:16][CH2:15]2)[C:4]([C:7]2[CH:12]=[CH:11][N:10]=[C:9]([NH2:13])[N:8]=2)=[CH:5][N:6]=1.Br[C:21]1[CH:26]=[CH:25][C:24]([S:27]([N:30]2[CH2:35][CH2:34][O:33][CH2:32][CH2:31]2)(=[O:29])=[O:28])=[CH:23][CH:22]=1.C([O-])([O-])=O.[Cs+].[Cs+].CC(C1C=C(C(C)C)C(C2C=CC=CC=2P(C2CCCCC2)C2CCCCC2)=C(C(C)C)C=1)C. Product: [CH3:1][C:2]1[N:3]([CH:14]2[CH2:19][CH2:18][O:17][CH2:16][CH2:15]2)[C:4]([C:7]2[CH:12]=[CH:11][N:10]=[C:9]([NH:13][C:21]3[CH:26]=[CH:25][C:24]([S:27]([N:30]4[CH2:31][CH2:32][O:33][CH2:34][CH2:35]4)(=[O:28])=[O:29])=[CH:23][CH:22]=3)[N:8]=2)=[CH:5][N:6]=1. The catalyst class is: 110.